Dataset: NCI-60 drug combinations with 297,098 pairs across 59 cell lines. Task: Regression. Given two drug SMILES strings and cell line genomic features, predict the synergy score measuring deviation from expected non-interaction effect. (1) Drug 1: CCC1(CC2CC(C3=C(CCN(C2)C1)C4=CC=CC=C4N3)(C5=C(C=C6C(=C5)C78CCN9C7C(C=CC9)(C(C(C8N6C=O)(C(=O)OC)O)OC(=O)C)CC)OC)C(=O)OC)O.OS(=O)(=O)O. Drug 2: CC1C(C(CC(O1)OC2CC(CC3=C2C(=C4C(=C3O)C(=O)C5=CC=CC=C5C4=O)O)(C(=O)C)O)N)O. Cell line: SF-539. Synergy scores: CSS=54.6, Synergy_ZIP=9.19, Synergy_Bliss=6.80, Synergy_Loewe=6.01, Synergy_HSA=7.56. (2) Drug 1: CC1=CC=C(C=C1)C2=CC(=NN2C3=CC=C(C=C3)S(=O)(=O)N)C(F)(F)F. Drug 2: C1=CC=C(C=C1)NC(=O)CCCCCCC(=O)NO. Cell line: EKVX. Synergy scores: CSS=4.40, Synergy_ZIP=1.60, Synergy_Bliss=-2.36, Synergy_Loewe=-0.521, Synergy_HSA=-1.22.